Dataset: Forward reaction prediction with 1.9M reactions from USPTO patents (1976-2016). Task: Predict the product of the given reaction. (1) Given the reactants Cl[C:2]1[CH:21]=[CH:20][C:19](NCCCl)=[CH:18][C:3]=1[C:4]([NH:6]CC12CC3CC(CC(C3)C1)C2)=[O:5].C(CN)O.C(N(CC)CC)C, predict the reaction product. The product is: [C:4]([NH2:6])(=[O:5])[C:3]1[CH:18]=[CH:19][CH:20]=[CH:21][CH:2]=1. (2) The product is: [Cl:31][C:4]1[CH:5]=[C:6]2[C:10](=[C:2]([NH:1][CH:34]3[CH2:35][CH2:36][NH:32][CH2:33]3)[CH:3]=1)[NH:9][C:8]([C:11]([NH2:13])=[O:12])=[C:7]2[S:14]([N:17]1[CH2:22][CH2:21][O:20][C@H:19]([CH2:23][O:24][C:25]2[CH:26]=[CH:27][CH:28]=[CH:29][CH:30]=2)[CH2:18]1)(=[O:16])=[O:15]. Given the reactants [NH2:1][C:2]1[CH:3]=[C:4]([Cl:31])[CH:5]=[C:6]2[C:10]=1[NH:9][C:8]([C:11]([NH2:13])=[O:12])=[C:7]2[S:14]([N:17]1[CH2:22][CH2:21][O:20][C@H:19]([CH2:23][O:24][C:25]2[CH:30]=[CH:29][CH:28]=[CH:27][CH:26]=2)[CH2:18]1)(=[O:16])=[O:15].[NH:32]1[CH2:36][CH2:35][C:34](=O)[CH2:33]1, predict the reaction product. (3) Given the reactants [C:1]([O:5][C:6]([N:8]1[CH2:13][CH2:12][C:11]([F:16])([CH2:14]O)[CH2:10][CH2:9]1)=[O:7])([CH3:4])([CH3:3])[CH3:2].C1(P(C2C=CC=CC=2)C2C=CC=CC=2)C=CC=CC=1.N(C(OC(C)C)=O)=NC(OC(C)C)=O.[C:50]1(=[O:60])[NH:54][C:53](=[O:55])[C:52]2=[CH:56][CH:57]=[CH:58][CH:59]=[C:51]12, predict the reaction product. The product is: [C:1]([O:5][C:6]([N:8]1[CH2:13][CH2:12][C:11]([CH2:14][N:54]2[C:50](=[O:60])[C:51]3[C:52](=[CH:56][CH:57]=[CH:58][CH:59]=3)[C:53]2=[O:55])([F:16])[CH2:10][CH2:9]1)=[O:7])([CH3:4])([CH3:3])[CH3:2]. (4) Given the reactants [NH:1]1[CH:5]=[CH:4][CH:3]=[C:2]1[C:6]([O:8][CH2:9][CH3:10])=[O:7].[C:11](Cl)(=[O:17])[CH2:12][CH2:13][CH2:14][CH2:15][CH3:16], predict the reaction product. The product is: [C:11]([C:4]1[CH:3]=[C:2]([C:6]([O:8][CH2:9][CH3:10])=[O:7])[NH:1][CH:5]=1)(=[O:17])[CH2:12][CH2:13][CH2:14][CH2:15][CH3:16].